This data is from TCR-epitope binding with 47,182 pairs between 192 epitopes and 23,139 TCRs. The task is: Binary Classification. Given a T-cell receptor sequence (or CDR3 region) and an epitope sequence, predict whether binding occurs between them. (1) The epitope is KLGGALQAK. The TCR CDR3 sequence is CSATGTGYNSPLHF. Result: 1 (the TCR binds to the epitope). (2) The epitope is RLRPGGKKK. The TCR CDR3 sequence is CSVRTHQGPTNEKLFF. Result: 0 (the TCR does not bind to the epitope). (3) The epitope is GTSGSPIVNR. The TCR CDR3 sequence is CASSGSGTIEQFF. Result: 0 (the TCR does not bind to the epitope). (4) The epitope is VLQAVGACV. The TCR CDR3 sequence is CASSPSYNEQFF. Result: 0 (the TCR does not bind to the epitope).